Dataset: Full USPTO retrosynthesis dataset with 1.9M reactions from patents (1976-2016). Task: Predict the reactants needed to synthesize the given product. Given the product [CH3:1][O:2][C:3](=[O:12])[C:4]1[CH:9]=[CH:8][C:7]([O:10][CH2:22][CH:23]2[CH2:25][CH2:24]2)=[CH:6][C:5]=1[CH3:11], predict the reactants needed to synthesize it. The reactants are: [CH3:1][O:2][C:3](=[O:12])[C:4]1[CH:9]=[CH:8][C:7]([OH:10])=[CH:6][C:5]=1[CH3:11].[Na+].[I-].C([O-])([O-])=O.[K+].[K+].Br[CH2:22][CH:23]1[CH2:25][CH2:24]1.